Dataset: Forward reaction prediction with 1.9M reactions from USPTO patents (1976-2016). Task: Predict the product of the given reaction. (1) Given the reactants [C:1]([C:4]1[CH:5]=[C:6]([C:10]#[N:11])[CH:7]=[CH:8][CH:9]=1)(=O)[CH3:2].BrBr.[NH2:14][C:15](=[S:21])[C:16]([O:18][CH2:19][CH3:20])=[O:17], predict the reaction product. The product is: [C:10]([C:6]1[CH:5]=[C:4]([C:1]2[N:14]=[C:15]([C:16]([O:18][CH2:19][CH3:20])=[O:17])[S:21][CH:2]=2)[CH:9]=[CH:8][CH:7]=1)#[N:11]. (2) Given the reactants C[O:2][C:3]([C:5]1[S:6][CH:7]=[CH:8][C:9]=1[N:10](S(C1C(C)=CC=CC=1)(=O)=O)[S:11]([C:14]1[C:15]([CH3:20])=[CH:16][CH:17]=[CH:18][CH:19]=1)(=[O:13])=[O:12])=[O:4].[OH-].[Na+].Cl, predict the reaction product. The product is: [C:15]1([CH3:20])[C:14]([S:11]([NH:10][C:9]2[CH:8]=[CH:7][S:6][C:5]=2[C:3]([OH:4])=[O:2])(=[O:13])=[O:12])=[CH:19][CH:18]=[CH:17][CH:16]=1.